Dataset: Retrosynthesis with 50K atom-mapped reactions and 10 reaction types from USPTO. Task: Predict the reactants needed to synthesize the given product. (1) Given the product Cc1oncc1C(=O)N1CCCCC1, predict the reactants needed to synthesize it. The reactants are: C1CCNCC1.Cc1oncc1C(=O)O. (2) Given the product COC(=O)c1ccc(-c2ccccc2)c(C#N)c1, predict the reactants needed to synthesize it. The reactants are: COC(=O)c1ccc(OS(=O)(=O)C(F)(F)F)c(C#N)c1.OB(O)c1ccccc1. (3) The reactants are: C=CC(=O)Nc1cccc(-c2cccc3cnc(Cl)nc23)c1.CN1CCN(c2ccc(N)c(F)c2F)CC1. Given the product C=CC(=O)Nc1cccc(-c2cccc3cnc(Nc4ccc(N5CCN(C)CC5)c(F)c4F)nc23)c1, predict the reactants needed to synthesize it. (4) Given the product O=C(c1ccc(F)cc1)C(CCCl)N1CCOCC1, predict the reactants needed to synthesize it. The reactants are: C1COCCN1.O=C(c1ccc(F)cc1)C(Br)CCCl. (5) The reactants are: Brc1ccccn1.Cc1c(NC(=O)CC(C)(C)C)c(C)c2c(c1B(O)O)OCC2c1ccc(C(C)C)cc1. Given the product Cc1c(NC(=O)CC(C)(C)C)c(C)c2c(c1-c1ccccn1)OCC2c1ccc(C(C)C)cc1, predict the reactants needed to synthesize it. (6) Given the product CCc1ccc(-c2c(F)cc(-c3ccc(CC)s3)cc2F)cc1, predict the reactants needed to synthesize it. The reactants are: CCc1ccc(-c2c(F)cc(B(O)O)cc2F)cc1.CCc1ccc(Br)s1. (7) The reactants are: BrCc1ccccn1.COc1cc(=O)n(C)nc1-c1ccccc1O. Given the product COc1cc(=O)n(C)nc1-c1ccccc1OCc1ccccn1, predict the reactants needed to synthesize it.